From a dataset of NCI-60 drug combinations with 297,098 pairs across 59 cell lines. Regression. Given two drug SMILES strings and cell line genomic features, predict the synergy score measuring deviation from expected non-interaction effect. (1) Drug 1: CN(C)N=NC1=C(NC=N1)C(=O)N. Drug 2: C(CC(=O)O)C(=O)CN.Cl. Cell line: IGROV1. Synergy scores: CSS=25.6, Synergy_ZIP=-3.68, Synergy_Bliss=3.28, Synergy_Loewe=2.17, Synergy_HSA=4.12. (2) Drug 1: COC1=C(C=C2C(=C1)N=CN=C2NC3=CC(=C(C=C3)F)Cl)OCCCN4CCOCC4. Drug 2: C1=CC(=CC=C1C#N)C(C2=CC=C(C=C2)C#N)N3C=NC=N3. Cell line: NCIH23. Synergy scores: CSS=9.41, Synergy_ZIP=-5.18, Synergy_Bliss=-3.97, Synergy_Loewe=-4.20, Synergy_HSA=-2.85.